This data is from Reaction yield outcomes from USPTO patents with 853,638 reactions. The task is: Predict the reaction yield, written as a fraction of the theoretical maximum amount of product (1.0 means a 100% yield; for example, 0.34 means a 34% yield). (1) The reactants are ClC1C=CC=C(C(OO)=[O:9])C=1.[I:12][C:13]1[CH:14]=[N:15][CH:16]=[CH:17][C:18]=1[O:19][CH2:20][CH2:21][C:22]1[CH:26]=[CH:25][S:24][CH:23]=1.C(=O)([O-])[O-].[Na+].[Na+]. The catalyst is C(Cl)Cl. The product is [I:12][C:13]1[CH:14]=[N+:15]([O-:9])[CH:16]=[CH:17][C:18]=1[O:19][CH2:20][CH2:21][C:22]1[CH:26]=[CH:25][S:24][CH:23]=1. The yield is 0.920. (2) The reactants are [N:1]([O-])=O.[Na+].[CH3:5][C:6]1[CH:15]=[CH:14][C:13]2[C:8](=[CH:9][CH:10]=[C:11]([NH2:16])[CH:12]=2)[N:7]=1.O.O.[Sn](Cl)Cl.[CH3:22][C:23]([CH3:30])([CH3:29])[C:24](=O)[CH2:25][C:26]#[N:27]. The catalyst is O.Cl.CCOCC.C(O)C. The product is [C:23]([C:24]1[CH:25]=[C:26]([NH2:27])[N:16]([C:11]2[CH:12]=[C:13]3[C:8](=[CH:9][CH:10]=2)[N:7]=[C:6]([CH3:5])[CH:15]=[CH:14]3)[N:1]=1)([CH3:30])([CH3:29])[CH3:22]. The yield is 0.240. (3) The reactants are [CH3:1][C:2]1[CH:7]=[CH:6][C:5](B2OC(C)(C)C(C)(C)O2)=[CH:4][N:3]=1.Br[C:18]1[CH:23]=[CH:22][N:21]=[C:20]([O:24][CH3:25])[CH:19]=1. No catalyst specified. The product is [CH3:25][O:24][C:20]1[CH:19]=[C:18]([C:5]2[CH:4]=[N:3][C:2]([CH3:1])=[CH:7][CH:6]=2)[CH:23]=[CH:22][N:21]=1. The yield is 0.980. (4) The reactants are [OH:1][N:2]1[C:6](=[O:7])[C:5]2=[CH:8][CH:9]=[CH:10][CH:11]=[C:4]2[C:3]1=[O:12].[F:13][CH:14]([F:17])[CH2:15]O. No catalyst specified. The product is [F:13][CH:14]([F:17])[CH2:15][O:1][N:2]1[C:3](=[O:12])[C:4]2[C:5](=[CH:8][CH:9]=[CH:10][CH:11]=2)[C:6]1=[O:7]. The yield is 0.520. (5) The reactants are CCCC[N+:5]([CH2:14][CH2:15][CH2:16][CH3:17])(CCCC)CCCC.[F-].O1C2C=CC=CC=2C=C1[C:28]1[C:29](=[O:64])[NH:30][C:31](=[O:63])[C:32]=1[C:33]1[C:41]2[C:36](=[N:37][CH:38]=[CH:39][CH:40]=2)[N:35]([CH2:42][CH2:43][CH2:44][O:45][Si](C(C)(C)C)(C2C=CC=CC=2)C2C=CC=CC=2)[CH:34]=1. The catalyst is C1COCC1. The product is [OH:45][CH2:44][CH2:43][CH2:42][N:35]1[C:36]2=[N:37][CH:38]=[CH:39][CH:40]=[C:41]2[C:33]([C:32]2[C:31](=[O:63])[NH:30][C:29](=[O:64])[C:28]=2[C:16]2[CH:15]=[CH:14][NH:5][CH:17]=2)=[CH:34]1. The yield is 0.840. (6) The reactants are O=[C:2]([CH3:8])[C:3]([O:5][CH2:6][CH3:7])=[O:4].OO.[N:11]1C=C[C:14]([C:17](=[O:19])[CH3:18])=[CH:13][CH:12]=1.OS(O)(=O)=O. The catalyst is C(Cl)Cl.O. The product is [C:17]([C:14]1[CH:13]=[CH:12][N:11]=[C:2]([C:3]([O:5][CH2:6][CH3:7])=[O:4])[CH:8]=1)(=[O:19])[CH3:18]. The yield is 0.460. (7) The reactants are [N:1]1[CH:6]=[CH:5][CH:4]=[CH:3][C:2]=1[C:7]1[N:8]=[C:9]([C:12]2([CH2:18][NH2:19])[CH2:17][CH2:16][O:15][CH2:14][CH2:13]2)[S:10][CH:11]=1.[F:20][C:21]([F:37])([F:36])[C:22]1[O:26][N:25]=[C:24]([C:27]2[CH:28]=[C:29]([CH:33]=[CH:34][CH:35]=2)[C:30](O)=[O:31])[N:23]=1. No catalyst specified. The product is [N:1]1[CH:6]=[CH:5][CH:4]=[CH:3][C:2]=1[C:7]1[N:8]=[C:9]([C:12]2([CH2:18][NH:19][C:30](=[O:31])[C:29]3[CH:33]=[CH:34][CH:35]=[C:27]([C:24]4[N:23]=[C:22]([C:21]([F:37])([F:36])[F:20])[O:26][N:25]=4)[CH:28]=3)[CH2:13][CH2:14][O:15][CH2:16][CH2:17]2)[S:10][CH:11]=1. The yield is 0.130. (8) The reactants are [F:1][C:2]([F:7])([F:6])[C:3]([OH:5])=[O:4].Br[C:9]1[CH:10]=[C:11]([C:15]2[C:19]([C:20]3[N:21]=[C:22]([CH:25]4[CH2:29][CH2:28][CH2:27][N:26]4[C:30](=[O:37])[CH2:31][C:32]4[S:33][CH:34]=[CH:35][CH:36]=4)[S:23][CH:24]=3)=[C:18]([CH3:38])[O:17][N:16]=2)[CH:12]=[CH:13][CH:14]=1.[C:39]([C:42]1[CH:47]=[CH:46][C:45](B(O)O)=[CH:44][CH:43]=1)([OH:41])=[O:40]. No catalyst specified. The product is [F:1][C:2]([F:7])([F:6])[C:3]([OH:5])=[O:4].[CH3:38][C:18]1[O:17][N:16]=[C:15]([C:11]2[CH:10]=[C:9]([C:45]3[CH:46]=[CH:47][C:42]([C:39]([OH:41])=[O:40])=[CH:43][CH:44]=3)[CH:14]=[CH:13][CH:12]=2)[C:19]=1[C:20]1[N:21]=[C:22]([CH:25]2[CH2:29][CH2:28][CH2:27][N:26]2[C:30](=[O:37])[CH2:31][C:32]2[S:33][CH:34]=[CH:35][CH:36]=2)[S:23][CH:24]=1. The yield is 0.100. (9) The reactants are O([O:5][CH:6]([CH2:10][CH2:11][CH2:12][CH2:13][CH2:14][CH2:15][CH2:16][CH2:17][CH2:18][CH3:19])[C:7]([OH:9])=[O:8])C(C)=O.C(N=C=N[CH:26]([CH3:28])[CH3:27])(C)C.[CH2:29]([OH:32])[CH2:30]C. The catalyst is ClCCl. The product is [C:29]([O:5][CH:6]([CH2:10][CH2:11][CH2:12][CH2:13][CH2:14][CH2:15][CH2:16][CH2:17][CH2:18][CH3:19])[C:7]([O:9][CH2:28][CH2:26][CH3:27])=[O:8])(=[O:32])[CH3:30]. The yield is 0.890.